Task: Predict the reaction yield, written as a fraction of the theoretical maximum amount of product (1.0 means a 100% yield; for example, 0.34 means a 34% yield).. Dataset: Reaction yield outcomes from USPTO patents with 853,638 reactions (1) The reactants are [C:1]([O:5][C:6]([NH:8][C:9]1[S:10][C:11]([C:14](OCC)=[O:15])=[CH:12][N:13]=1)=[O:7])([CH3:4])([CH3:3])[CH3:2].[Li+].[B-](CC)(CC)CC. The catalyst is C1COCC1. The product is [OH:15][CH2:14][C:11]1[S:10][C:9]([NH:8][C:6](=[O:7])[O:5][C:1]([CH3:3])([CH3:2])[CH3:4])=[N:13][CH:12]=1. The yield is 0.490. (2) The reactants are Br[C:2]1[CH:19]=[CH:18][C:5]2[CH2:6][N:7]([C:11]([O:13][C:14]([CH3:17])([CH3:16])[CH3:15])=[O:12])[CH2:8][CH2:9][O:10][C:4]=2[CH:3]=1.[CH3:20][NH:21][CH:22]([CH3:24])[CH3:23].CC(C)([O-])C.[Na+].O. The catalyst is O1CCOCC1.C1C=CC(/C=C/C(/C=C/C2C=CC=CC=2)=O)=CC=1.C1C=CC(/C=C/C(/C=C/C2C=CC=CC=2)=O)=CC=1.C1C=CC(/C=C/C(/C=C/C2C=CC=CC=2)=O)=CC=1.[Pd].[Pd].CC(C1C=C(C(C)C)C(C2C=CC=CC=2P(C2CCCCC2)C2CCCCC2)=C(C(C)C)C=1)C. The product is [CH:22]([N:21]([CH3:20])[C:2]1[CH:19]=[CH:18][C:5]2[CH2:6][N:7]([C:11]([O:13][C:14]([CH3:17])([CH3:16])[CH3:15])=[O:12])[CH2:8][CH2:9][O:10][C:4]=2[CH:3]=1)([CH3:24])[CH3:23]. The yield is 0.921.